From a dataset of Forward reaction prediction with 1.9M reactions from USPTO patents (1976-2016). Predict the product of the given reaction. (1) The product is: [F:36][C:33]1[CH:34]=[CH:35][C:30]([CH:11]([C:8]2[CH:9]=[CH:10][C:5]([F:4])=[CH:6][CH:7]=2)[N:12]2[CH2:17][CH2:16][CH:15]([O:18][NH:19][C:27]([NH:44][C:41]3[CH:42]=[CH:43][C:38]([F:37])=[CH:39][CH:40]=3)=[O:28])[CH2:14][CH2:13]2)=[CH:31][CH:32]=1. Given the reactants O.NN.[F:4][C:5]1[CH:10]=[CH:9][C:8]([CH:11]([C:30]2[CH:35]=[CH:34][C:33]([F:36])=[CH:32][CH:31]=2)[N:12]2[CH2:17][CH2:16][CH:15]([O:18][N:19]3[C:27](=[O:28])C4C(=CC=CC=4)C3=O)[CH2:14][CH2:13]2)=[CH:7][CH:6]=1.[F:37][C:38]1[CH:43]=[CH:42][C:41]([N:44]=C=O)=[CH:40][CH:39]=1, predict the reaction product. (2) Given the reactants [C:1]([O:4][C:5]1[CH:6]=[C:7]2[C:12](=[CH:13][CH:14]=1)[N:11]=[CH:10][N:9]=[C:8]2O)(=[O:3])[CH3:2].CN(C=O)C.S(Cl)([Cl:23])=O, predict the reaction product. The product is: [C:1]([O:4][C:5]1[CH:6]=[C:7]2[C:12](=[CH:13][CH:14]=1)[N:11]=[CH:10][N:9]=[C:8]2[Cl:23])(=[O:3])[CH3:2]. (3) Given the reactants [C:1]([O:5][C:6](=[O:16])[NH:7][CH2:8][C:9]1[CH:10]=[N:11][C:12]([Cl:15])=[CH:13][CH:14]=1)([CH3:4])([CH3:3])[CH3:2].C([Li])(C)(C)C.[B:22](OC(C)C)([O:27]C(C)C)[O:23]C(C)C, predict the reaction product. The product is: [C:1]([O:5][C:6]([NH:7][CH2:8][C:9]1[C:14]([B:22]([OH:27])[OH:23])=[CH:13][C:12]([Cl:15])=[N:11][CH:10]=1)=[O:16])([CH3:4])([CH3:2])[CH3:3]. (4) Given the reactants [Cl:1][C:2]1[CH:7]=[CH:6][C:5]([S:8]([CH:11]2[CH2:16][CH2:15][NH:14][CH2:13][CH2:12]2)(=[O:10])=[O:9])=[CH:4][CH:3]=1.Cl[C:18]1[C:23]([F:24])=[CH:22][CH:21]=[CH:20][N:19]=1.CCN(C(C)C)C(C)C, predict the reaction product. The product is: [Cl:1][C:2]1[CH:3]=[CH:4][C:5]([S:8]([CH:11]2[CH2:16][CH2:15][N:14]([C:18]3[C:23]([F:24])=[CH:22][CH:21]=[CH:20][N:19]=3)[CH2:13][CH2:12]2)(=[O:9])=[O:10])=[CH:6][CH:7]=1. (5) Given the reactants [CH2:1]([O:3][C:4]([C:6]1[NH:7][N:8]=[C:9]([C:11]2[S:15][C:14]([C:16]3[CH:21]=[CH:20][CH:19]=[CH:18][CH:17]=3)=[N:13][C:12]=2[CH2:22]OC)[CH:10]=1)=[O:5])[CH3:2].B(Br)(Br)[Br:26], predict the reaction product. The product is: [CH2:1]([O:3][C:4]([C:6]1[NH:7][N:8]=[C:9]([C:11]2[S:15][C:14]([C:16]3[CH:21]=[CH:20][CH:19]=[CH:18][CH:17]=3)=[N:13][C:12]=2[CH2:22][Br:26])[CH:10]=1)=[O:5])[CH3:2]. (6) Given the reactants [NH2:1][C:2]1[CH:3]=[C:4]2[C:8](=[CH:9][CH:10]=1)[N:7]([CH3:11])[C:6]([C:12]([NH:14][C@H:15]([C:20]([O:22]C)=[O:21])[CH2:16][CH:17]([CH3:19])[CH3:18])=[O:13])=[C:5]2[C:24]1[CH:29]=[CH:28][CH:27]=[CH:26][CH:25]=1.[F:30][C:31]([F:44])([F:43])[O:32][C:33]1[CH:38]=[CH:37][C:36]([S:39](Cl)(=[O:41])=[O:40])=[CH:35][CH:34]=1, predict the reaction product. The product is: [CH3:11][N:7]1[C:8]2[C:4](=[CH:3][C:2]([NH:1][S:39]([C:36]3[CH:37]=[CH:38][C:33]([O:32][C:31]([F:44])([F:43])[F:30])=[CH:34][CH:35]=3)(=[O:41])=[O:40])=[CH:10][CH:9]=2)[C:5]([C:24]2[CH:29]=[CH:28][CH:27]=[CH:26][CH:25]=2)=[C:6]1[C:12]([NH:14][C@H:15]([C:20]([OH:22])=[O:21])[CH2:16][CH:17]([CH3:18])[CH3:19])=[O:13]. (7) Given the reactants [F:1][C:2]1[CH:7]=[CH:6][C:5]([C:8]2[C:17]([N:18]3[CH2:23][CH2:22][NH:21][CH2:20][CH2:19]3)=[N:16][C:15]3[C:10](=[CH:11][CH:12]=[C:13]([C:24]([O:26][CH3:27])=[O:25])[CH:14]=3)[N:9]=2)=[CH:4][CH:3]=1.CCN(CC)CC.[CH3:35][S:36](Cl)(=[O:38])=[O:37], predict the reaction product. The product is: [F:1][C:2]1[CH:7]=[CH:6][C:5]([C:8]2[C:17]([N:18]3[CH2:23][CH2:22][N:21]([S:36]([CH3:35])(=[O:38])=[O:37])[CH2:20][CH2:19]3)=[N:16][C:15]3[C:10](=[CH:11][CH:12]=[C:13]([C:24]([O:26][CH3:27])=[O:25])[CH:14]=3)[N:9]=2)=[CH:4][CH:3]=1. (8) Given the reactants [Br:1][C:2]1[CH:3]=[C:4]2[NH:10][CH:9]=[CH:8][C:5]2=[N:6][CH:7]=1.[CH3:11]OC(=O)OC.CCN(CC)CC, predict the reaction product. The product is: [Br:1][C:2]1[CH:3]=[C:4]2[N:10]([CH3:11])[CH:9]=[CH:8][C:5]2=[N:6][CH:7]=1.